Dataset: Forward reaction prediction with 1.9M reactions from USPTO patents (1976-2016). Task: Predict the product of the given reaction. (1) Given the reactants [C:1]([NH:4][CH2:5][C@@H:6]1[O:10][C:9](=[O:11])[N:8]([C:12]2[CH:17]=[CH:16][C:15]([NH2:18])=[C:14]([F:19])[CH:13]=2)[CH2:7]1)(=[S:3])[CH3:2].[C:20](OC(=O)C)(=[O:22])[CH3:21].N1C=CC=CC=1, predict the reaction product. The product is: [C:1]([NH:4][CH2:5][C@@H:6]1[O:10][C:9](=[O:11])[N:8]([C:12]2[CH:17]=[CH:16][C:15]([NH:18][C:20](=[O:22])[CH3:21])=[C:14]([F:19])[CH:13]=2)[CH2:7]1)(=[S:3])[CH3:2]. (2) Given the reactants [H-].[Na+].[F:3][C:4]([F:9])([F:8])[CH2:5][CH2:6][NH2:7].[Br:10][C:11]1[CH:12]=[N:13][C:14](I)=[N:15][CH:16]=1, predict the reaction product. The product is: [Br:10][C:11]1[CH:12]=[N:13][C:14]([NH:7][CH2:6][CH2:5][C:4]([F:9])([F:8])[F:3])=[N:15][CH:16]=1. (3) Given the reactants I[C:2]1[CH:11]=[CH:10][CH:9]=[C:8]2[C:3]=1[CH:4]=[CH:5][C:6](Cl)=[N:7]2.[CH3:13][C:14]1[O:15][C:16]2[C:22]([NH2:23])=[CH:21][CH:20]=[CH:19][C:17]=2[CH:18]=1.[NH2:24][C:25]1[CH:33]=[CH:32][CH:31]=[C:30]2[C:26]=1[CH:27]=[CH:28][NH:29]2, predict the reaction product. The product is: [NH:29]1[C:30]2[C:26](=[C:25]([NH:24][C:2]3[C:3]4[CH:4]=[CH:5][C:6]([NH:23][C:22]5[C:16]6[O:15][C:14]([CH3:13])=[CH:18][C:17]=6[CH:19]=[CH:20][CH:21]=5)=[N:7][C:8]=4[CH:9]=[CH:10][CH:11]=3)[CH:33]=[CH:32][CH:31]=2)[CH:27]=[CH:28]1. (4) Given the reactants [Br:1][C:2]1[CH:26]=[CH:25][C:24]([F:27])=[CH:23][C:3]=1[O:4][CH:5]1[CH2:10][CH2:9][N:8]([C:11]2[N:12]=[CH:13][C:14]3[N:19]=[C:18]([C:20]([NH2:22])=O)[S:17][C:15]=3[N:16]=2)[CH2:7][CH2:6]1.CCN(CC)CC.C(OC(C(F)(F)F)=O)(C(F)(F)F)=O, predict the reaction product. The product is: [Br:1][C:2]1[CH:26]=[CH:25][C:24]([F:27])=[CH:23][C:3]=1[O:4][CH:5]1[CH2:10][CH2:9][N:8]([C:11]2[N:12]=[CH:13][C:14]3[N:19]=[C:18]([C:20]#[N:22])[S:17][C:15]=3[N:16]=2)[CH2:7][CH2:6]1. (5) Given the reactants C[N:2](C(ON1N=NC2C=CC=NC1=2)=[N+](C)C)C.F[P-](F)(F)(F)(F)F.[NH2:25][C:26]([C:28]1[C:36]([NH:37][C@H:38]([CH3:41])[CH2:39][CH3:40])=[CH:35][C:31]([C:32](O)=[O:33])=[C:30]([CH3:42])[CH:29]=1)=[O:27].C(N(C(C)C)CC)(C)C.C(OCC)(=O)C, predict the reaction product. The product is: [CH3:42][C:30]1[CH:29]=[C:28]([C:26]([NH2:25])=[O:27])[C:36]([NH:37][C@H:38]([CH3:41])[CH2:39][CH3:40])=[CH:35][C:31]=1[C:32]([NH2:2])=[O:33]. (6) Given the reactants [CH3:1][O:2][C:3]([C:5]1[NH:9][CH:8]=[C:7]([CH2:10][CH2:11][C:12]([OH:14])=O)[CH:6]=1)=[O:4].ClCCCl.C(=O)(O)[O-].[Na+], predict the reaction product. The product is: [O:14]=[C:12]1[C:8]2[NH:9][C:5]([C:3]([O:2][CH3:1])=[O:4])=[CH:6][C:7]=2[CH2:10][CH2:11]1. (7) Given the reactants [Cl:1][C:2]1[C:11]([O:12][CH3:13])=[C:10]([O:14][CH3:15])[CH:9]=[C:8]2[C:3]=1[CH2:4][CH:5]([CH3:16])[N:6]=[CH:7]2.C(O[CH:20]=[C:21]([C:27](=[O:29])[CH3:28])[C:22]([O:24][CH2:25][CH3:26])=[O:23])C, predict the reaction product. The product is: [Cl:1][C:2]1[C:3]2[CH2:4][CH:5]([CH3:16])[N:6]3[CH:7]([C:8]=2[CH:9]=[C:10]([O:14][CH3:15])[C:11]=1[O:12][CH3:13])[CH2:28][C:27](=[O:29])[C:21]([C:22]([O:24][CH2:25][CH3:26])=[O:23])=[CH:20]3.